Dataset: NCI-60 drug combinations with 297,098 pairs across 59 cell lines. Task: Regression. Given two drug SMILES strings and cell line genomic features, predict the synergy score measuring deviation from expected non-interaction effect. (1) Drug 1: CNC(=O)C1=CC=CC=C1SC2=CC3=C(C=C2)C(=NN3)C=CC4=CC=CC=N4. Drug 2: CN1C(=O)N2C=NC(=C2N=N1)C(=O)N. Cell line: HOP-62. Synergy scores: CSS=-4.00, Synergy_ZIP=5.37, Synergy_Bliss=4.39, Synergy_Loewe=-3.42, Synergy_HSA=-3.14. (2) Drug 2: CS(=O)(=O)CCNCC1=CC=C(O1)C2=CC3=C(C=C2)N=CN=C3NC4=CC(=C(C=C4)OCC5=CC(=CC=C5)F)Cl. Synergy scores: CSS=21.8, Synergy_ZIP=-2.18, Synergy_Bliss=2.14, Synergy_Loewe=-8.33, Synergy_HSA=2.10. Drug 1: C1=CC(=CC=C1CCC2=CNC3=C2C(=O)NC(=N3)N)C(=O)NC(CCC(=O)O)C(=O)O. Cell line: 786-0. (3) Drug 1: CCC1=CC2CC(C3=C(CN(C2)C1)C4=CC=CC=C4N3)(C5=C(C=C6C(=C5)C78CCN9C7C(C=CC9)(C(C(C8N6C)(C(=O)OC)O)OC(=O)C)CC)OC)C(=O)OC.C(C(C(=O)O)O)(C(=O)O)O. Drug 2: CC(CN1CC(=O)NC(=O)C1)N2CC(=O)NC(=O)C2. Cell line: HOP-92. Synergy scores: CSS=31.6, Synergy_ZIP=-7.71, Synergy_Bliss=-5.29, Synergy_Loewe=-26.2, Synergy_HSA=-1.54.